Dataset: Full USPTO retrosynthesis dataset with 1.9M reactions from patents (1976-2016). Task: Predict the reactants needed to synthesize the given product. (1) Given the product [OH:8][CH2:9][C@@H:10]1[C@H:14]2[O:15][C:16]([CH3:18])([CH3:19])[O:17][C@H:13]2[C@H:12]([N:20]2[CH:28]=[N:27][C:26]3[C:21]2=[N:22][C:23]([C:44]([NH:46][CH2:47][CH2:48][C:49]2[CH:54]=[CH:53][CH:52]=[CH:51][CH:50]=2)=[O:45])=[N:24][C:25]=3[NH:29][CH2:30][CH:31]([C:38]2[CH:39]=[CH:40][CH:41]=[CH:42][CH:43]=2)[C:32]2[CH:37]=[CH:36][CH:35]=[CH:34][CH:33]=2)[O:11]1, predict the reactants needed to synthesize it. The reactants are: [Si]([O:8][CH2:9][C@@H:10]1[C@H:14]2[O:15][C:16]([CH3:19])([CH3:18])[O:17][C@H:13]2[C@H:12]([N:20]2[CH:28]=[N:27][C:26]3[C:21]2=[N:22][C:23]([C:44]([NH:46][CH2:47][CH2:48][C:49]2[CH:54]=[CH:53][CH:52]=[CH:51][CH:50]=2)=[O:45])=[N:24][C:25]=3[NH:29][CH2:30][CH:31]([C:38]2[CH:43]=[CH:42][CH:41]=[CH:40][CH:39]=2)[C:32]2[CH:37]=[CH:36][CH:35]=[CH:34][CH:33]=2)[O:11]1)(C(C)(C)C)(C)C.[F-].C([N+](CCCC)(CCCC)CCCC)CCC. (2) Given the product [CH3:15][O:14][CH2:13][CH:12]([N:11]1[C:7]2[CH:6]=[CH:5][NH:4][C:3](=[O:2])[C:8]=2[C:9]([C:18]2[CH:23]=[CH:22][C:21]([S:24]([NH2:27])(=[O:26])=[O:25])=[CH:20][CH:19]=2)=[CH:10]1)[CH2:16][CH3:17], predict the reactants needed to synthesize it. The reactants are: C[O:2][C:3]1[C:8]2[C:9]([C:18]3[CH:23]=[CH:22][C:21]([S:24]([NH2:27])(=[O:26])=[O:25])=[CH:20][CH:19]=3)=[CH:10][N:11]([CH:12]([CH2:16][CH3:17])[CH2:13][O:14][CH3:15])[C:7]=2[CH:6]=[CH:5][N:4]=1.[I-].[Na+].Cl[Si](C)(C)C.C(=O)([O-])O.[Na+]. (3) Given the product [C:10]1([C@H:8]([NH:7][CH2:20][C@@H:21]2[C@@H:25]([C:26]3[CH:31]=[CH:30][CH:29]=[CH:28][CH:27]=3)[CH2:24][N:23]([C:32]([C:34]3[CH:35]=[CH:36][C:37]([O:38][CH2:39][C:40]([O:42][CH2:43][CH3:44])=[O:41])=[CH:45][CH:46]=3)=[O:33])[CH2:22]2)[CH3:9])[C:19]2[C:14](=[CH:15][CH:16]=[CH:17][CH:18]=2)[CH:13]=[CH:12][CH:11]=1, predict the reactants needed to synthesize it. The reactants are: C(C([N:7]([CH2:20][C@@H:21]1[C@@H:25]([C:26]2[CH:31]=[CH:30][CH:29]=[CH:28][CH:27]=2)[CH2:24][N:23]([C:32]([C:34]2[CH:46]=[CH:45][C:37]([O:38][CH2:39][C:40]([O:42][CH2:43][CH3:44])=[O:41])=[CH:36][CH:35]=2)=[O:33])[CH2:22]1)[C@@H:8]([C:10]1[C:19]2[C:14](=[CH:15][CH:16]=[CH:17][CH:18]=2)[CH:13]=[CH:12][CH:11]=1)[CH3:9])=O)(C)(C)C.Cl.O1CCOCC1.